This data is from Reaction yield outcomes from USPTO patents with 853,638 reactions. The task is: Predict the reaction yield, written as a fraction of the theoretical maximum amount of product (1.0 means a 100% yield; for example, 0.34 means a 34% yield). (1) The reactants are [NH2:1][C@@H:2]1[C:11]2[C:6](=[CH:7][CH:8]=[CH:9][CH:10]=2)[C@H:5]([OH:12])[CH2:4][CH2:3]1.[H-].[Na+].[CH2:15]([O:18][CH:19]1[CH2:24][CH2:23][N:22]([C:25]2[N:29]3[CH:30]=[C:31](F)[CH:32]=[CH:33][C:28]3=[N:27][N:26]=2)[CH2:21][CH2:20]1)[CH:16]=[CH2:17].CC(O)=O. The catalyst is CN(C=O)C. The product is [CH2:15]([O:18][CH:19]1[CH2:20][CH2:21][N:22]([C:25]2[N:29]3[CH:30]=[C:31]([O:12][C@H:5]4[C:6]5[C:11](=[CH:10][CH:9]=[CH:8][CH:7]=5)[C@@H:2]([NH2:1])[CH2:3][CH2:4]4)[CH:32]=[CH:33][C:28]3=[N:27][N:26]=2)[CH2:23][CH2:24]1)[CH:16]=[CH2:17]. The yield is 0.810. (2) The reactants are Cl[C:2]1[C:3]([C:16]2[CH:21]=[CH:20][CH:19]=[CH:18][CH:17]=2)=[N:4][C:5]2[C:10]([N:11]=1)=[CH:9][C:8]([C:12]([O:14][CH3:15])=[O:13])=[CH:7][CH:6]=2.[CH3:22]C(C1C=C(C(C)C)C(C2C=CC=CC=2P(C2CCCCC2)C2CCCCC2)=C(C(C)C)C=1)C.[Al](C)(C)C. The catalyst is O1CCOCC1.C1C=CC(/C=C/C(/C=C/C2C=CC=CC=2)=O)=CC=1.C1C=CC(/C=C/C(/C=C/C2C=CC=CC=2)=O)=CC=1.C1C=CC(/C=C/C(/C=C/C2C=CC=CC=2)=O)=CC=1.[Pd].[Pd]. The product is [CH3:22][C:2]1[C:3]([C:16]2[CH:21]=[CH:20][CH:19]=[CH:18][CH:17]=2)=[N:4][C:5]2[C:10]([N:11]=1)=[CH:9][C:8]([C:12]([O:14][CH3:15])=[O:13])=[CH:7][CH:6]=2. The yield is 0.640.